From a dataset of Full USPTO retrosynthesis dataset with 1.9M reactions from patents (1976-2016). Predict the reactants needed to synthesize the given product. (1) The reactants are: [C:1]([C:3]1([C:6]2[CH:7]=[C:8]([CH:36]=[CH:37][CH:38]=2)[C:9]([NH:11][C:12]2[CH:17]=[CH:16][CH:15]=[C:14]([O:18][C:19]3[CH:20]=[N:21][C:22]([NH:25][S:26]([C:29]4[CH:34]=[CH:33][C:32]([CH3:35])=[CH:31][CH:30]=4)(=[O:28])=[O:27])=[CH:23][CH:24]=3)[CH:13]=2)=[O:10])[CH2:5][CH2:4]1)#[N:2].C(N(CC)C(C)C)(C)C.I[CH2:49][C:50]([NH2:52])=[O:51]. Given the product [NH2:52][C:50](=[O:51])[CH2:49][N:21]1[C:22](=[N:25][S:26]([C:29]2[CH:30]=[CH:31][C:32]([CH3:35])=[CH:33][CH:34]=2)(=[O:27])=[O:28])[CH:23]=[CH:24][C:19]([O:18][C:14]2[CH:13]=[C:12]([NH:11][C:9](=[O:10])[C:8]3[CH:36]=[CH:37][CH:38]=[C:6]([C:3]4([C:1]#[N:2])[CH2:5][CH2:4]4)[CH:7]=3)[CH:17]=[CH:16][CH:15]=2)=[CH:20]1, predict the reactants needed to synthesize it. (2) Given the product [C:1]([N:4]1[C:12]2[C:7](=[CH:8][C:9]([NH:13][C:35]([C:34]3[CH:38]=[CH:39][C:31]([C:30]([O:29][CH3:28])=[O:40])=[CH:32][CH:33]=3)=[O:36])=[CH:10][CH:11]=2)[C:6]([C:14]2[CH:19]=[CH:18][CH:17]=[CH:16][CH:15]=2)=[N:5]1)(=[O:3])[CH3:2], predict the reactants needed to synthesize it. The reactants are: [C:1]([N:4]1[C:12]2[C:7](=[CH:8][C:9]([NH2:13])=[CH:10][CH:11]=2)[C:6]([C:14]2[CH:19]=[CH:18][CH:17]=[CH:16][CH:15]=2)=[N:5]1)(=[O:3])[CH3:2].C(N(CC)CC)C.Cl.[CH3:28][O:29][C:30](=[O:40])[C:31]1[CH:39]=[CH:38][C:34]([C:35](O)=[O:36])=[CH:33][CH:32]=1. (3) Given the product [CH2:1]([N:3]([CH2:29][C:30]1[CH:35]=[CH:34][C:33]([O:36][CH2:40][CH2:41][N:43]2[CH2:47][CH2:46][CH2:45][CH2:44]2)=[C:32]([F:37])[CH:31]=1)[C:4]1[CH:9]=[C:8]([O:10][CH3:11])[CH:7]=[CH:6][C:5]=1[CH:12]1[CH2:21][CH2:20][C:19]2[CH:18]=[C:17]([OH:22])[CH:16]=[CH:15][C:14]=2[CH2:13]1)[CH3:2], predict the reactants needed to synthesize it. The reactants are: [CH2:1]([N:3]([C:29](=O)[C:30]1[CH:35]=[CH:34][C:33]([OH:36])=[C:32]([F:37])[CH:31]=1)[C:4]1[CH:9]=[C:8]([O:10][CH3:11])[CH:7]=[CH:6][C:5]=1[CH:12]1[CH2:21][CH2:20][C:19]2[CH:18]=[C:17]([O:22]C(=O)C(C)(C)C)[CH:16]=[CH:15][C:14]=2[CH2:13]1)[CH3:2].Cl[CH2:40][C:41]([N:43]1[CH2:47][CH2:46][CH2:45][CH2:44]1)=O. (4) Given the product [CH2:1]([O:8][C:9]1[CH:14]=[C:13]([O:15][CH2:16][C:17]2[CH:18]=[CH:19][CH:20]=[CH:21][CH:22]=2)[C:12]([CH:23]([CH3:25])[CH3:24])=[CH:11][C:10]=1[C:26]1[O:30][N:29]=[C:28]([C:31]([NH:33][CH2:34][CH3:35])=[O:32])[C:27]=1[C:36]1[O:40][N:39]=[C:38]([CH:41]=[O:42])[CH:37]=1)[C:2]1[CH:3]=[CH:4][CH:5]=[CH:6][CH:7]=1, predict the reactants needed to synthesize it. The reactants are: [CH2:1]([O:8][C:9]1[CH:14]=[C:13]([O:15][CH2:16][C:17]2[CH:22]=[CH:21][CH:20]=[CH:19][CH:18]=2)[C:12]([CH:23]([CH3:25])[CH3:24])=[CH:11][C:10]=1[C:26]1[O:30][N:29]=[C:28]([C:31]([NH:33][CH2:34][CH3:35])=[O:32])[C:27]=1[C:36]1[O:40][N:39]=[C:38]([CH2:41][OH:42])[CH:37]=1)[C:2]1[CH:7]=[CH:6][CH:5]=[CH:4][CH:3]=1.C1C=C[NH+]=CC=1.[O-][Cr](Cl)(=O)=O. (5) Given the product [CH3:19][N:10]1[CH:11]=[C:12]([C:13]2[CH:18]=[CH:17][N:16]=[CH:15][CH:14]=2)[C:8]([C:5]2[CH:6]=[CH:7][C:2]([C:21]#[C:20][C:22]3[CH:31]=[CH:30][C:29]4[C:24](=[CH:25][CH:26]=[CH:27][CH:28]=4)[N:23]=3)=[CH:3][CH:4]=2)=[N:9]1, predict the reactants needed to synthesize it. The reactants are: Br[C:2]1[CH:7]=[CH:6][C:5]([C:8]2[C:12]([C:13]3[CH:18]=[CH:17][N:16]=[CH:15][CH:14]=3)=[CH:11][N:10]([CH3:19])[N:9]=2)=[CH:4][CH:3]=1.[C:20]([C:22]1[CH:31]=[CH:30][C:29]2[C:24](=[CH:25][CH:26]=[CH:27][CH:28]=2)[N:23]=1)#[CH:21].C(N(CC)CC)C. (6) Given the product [CH:1]1[C:10]2[C:5](=[CH:6][C:7]([CH:11]([CH3:15])[C:12]([N:29]=[N+:30]=[N-:31])=[O:13])=[CH:8][CH:9]=2)[CH:4]=[CH:3][N:2]=1, predict the reactants needed to synthesize it. The reactants are: [CH:1]1[C:10]2[C:5](=[CH:6][C:7]([CH:11]([CH3:15])[C:12](O)=[O:13])=[CH:8][CH:9]=2)[CH:4]=[CH:3][N:2]=1.C(N(CC)CC)C.ClC(OCC)=O.[N-:29]=[N+:30]=[N-:31].[Na+]. (7) The reactants are: [CH:1]1([C:7]2[O:11][CH:10]=[N:9][C:8]=2[C:12]([O:14]C)=[O:13])[CH2:6][CH2:5][CH2:4][CH2:3][CH2:2]1.[OH-].[Na+].Cl. Given the product [CH:1]1([C:7]2[O:11][CH:10]=[N:9][C:8]=2[C:12]([OH:14])=[O:13])[CH2:2][CH2:3][CH2:4][CH2:5][CH2:6]1, predict the reactants needed to synthesize it.